Dataset: NCI-60 drug combinations with 297,098 pairs across 59 cell lines. Task: Regression. Given two drug SMILES strings and cell line genomic features, predict the synergy score measuring deviation from expected non-interaction effect. (1) Drug 1: CN(CCCl)CCCl.Cl. Drug 2: C1CN(P(=O)(OC1)NCCCl)CCCl. Cell line: HCT-15. Synergy scores: CSS=17.4, Synergy_ZIP=-1.01, Synergy_Bliss=0.475, Synergy_Loewe=-34.8, Synergy_HSA=-0.522. (2) Drug 1: CCCS(=O)(=O)NC1=C(C(=C(C=C1)F)C(=O)C2=CNC3=C2C=C(C=N3)C4=CC=C(C=C4)Cl)F. Drug 2: CNC(=O)C1=NC=CC(=C1)OC2=CC=C(C=C2)NC(=O)NC3=CC(=C(C=C3)Cl)C(F)(F)F. Cell line: U251. Synergy scores: CSS=27.3, Synergy_ZIP=6.66, Synergy_Bliss=4.98, Synergy_Loewe=-9.44, Synergy_HSA=4.17. (3) Drug 1: CC1C(C(CC(O1)OC2CC(CC3=C2C(=C4C(=C3O)C(=O)C5=C(C4=O)C(=CC=C5)OC)O)(C(=O)C)O)N)O.Cl. Drug 2: C1CN1P(=S)(N2CC2)N3CC3. Cell line: SK-MEL-5. Synergy scores: CSS=13.8, Synergy_ZIP=-4.89, Synergy_Bliss=-4.48, Synergy_Loewe=-6.27, Synergy_HSA=-5.80. (4) Drug 1: CC(C1=C(C=CC(=C1Cl)F)Cl)OC2=C(N=CC(=C2)C3=CN(N=C3)C4CCNCC4)N. Drug 2: CC1OCC2C(O1)C(C(C(O2)OC3C4COC(=O)C4C(C5=CC6=C(C=C35)OCO6)C7=CC(=C(C(=C7)OC)O)OC)O)O. Cell line: HT29. Synergy scores: CSS=22.5, Synergy_ZIP=3.40, Synergy_Bliss=4.31, Synergy_Loewe=2.12, Synergy_HSA=4.42. (5) Drug 1: C1CN1C2=NC(=NC(=N2)N3CC3)N4CC4. Drug 2: C1CNP(=O)(OC1)N(CCCl)CCCl. Cell line: ACHN. Synergy scores: CSS=51.6, Synergy_ZIP=-3.39, Synergy_Bliss=-5.03, Synergy_Loewe=-53.3, Synergy_HSA=-4.53. (6) Drug 1: C1CN1C2=NC(=NC(=N2)N3CC3)N4CC4. Drug 2: CN(CC1=CN=C2C(=N1)C(=NC(=N2)N)N)C3=CC=C(C=C3)C(=O)NC(CCC(=O)O)C(=O)O. Cell line: UO-31. Synergy scores: CSS=49.2, Synergy_ZIP=2.68, Synergy_Bliss=7.47, Synergy_Loewe=-22.6, Synergy_HSA=2.84.